This data is from Forward reaction prediction with 1.9M reactions from USPTO patents (1976-2016). The task is: Predict the product of the given reaction. (1) Given the reactants Cl.Cl[C:3]1[CH:8]=[C:7]([C:9]2[CH:14]=[C:13]([Cl:15])[CH:12]=[C:11]([Cl:16])[C:10]=2[Cl:17])[N:6]=[C:5]([NH2:18])[N:4]=1.[NH2:19][C:20]1[CH:25]=[CH:24][C:23]([C:26](=[N:28][OH:29])[CH3:27])=[CH:22][CH:21]=1, predict the reaction product. The product is: [NH2:18][C:5]1[N:4]=[C:3]([NH:19][C:20]2[CH:21]=[CH:22][C:23]([C:26](=[N:28][OH:29])[CH3:27])=[CH:24][CH:25]=2)[CH:8]=[C:7]([C:9]2[CH:14]=[C:13]([Cl:15])[CH:12]=[C:11]([Cl:16])[C:10]=2[Cl:17])[N:6]=1. (2) Given the reactants [C:1]([O:5][C:6]([NH:8][CH2:9][C:10](=[O:17])[CH2:11][C:12]([O:14][CH2:15][CH3:16])=[O:13])=[O:7])([CH3:4])([CH3:3])[CH3:2].C([O-])([O-])=O.[K+].[K+].Br[CH2:25][C:26]([C:28]1[CH:37]=[CH:36][CH:35]=[C:34]2[C:29]=1[N:30]=[C:31]([NH:39][C:40]1([CH3:43])[CH2:42][CH2:41]1)[C:32]([CH3:38])=[N:33]2)=[O:27].C1COCC1, predict the reaction product. The product is: [C:1]([O:5][C:6]([NH:8][CH2:9][C:10](=[O:17])[CH:11]([CH2:25][C:26]([C:28]1[CH:37]=[CH:36][CH:35]=[C:34]2[C:29]=1[N:30]=[C:31]([NH:39][C:40]1([CH3:43])[CH2:42][CH2:41]1)[C:32]([CH3:38])=[N:33]2)=[O:27])[C:12]([O:14][CH2:15][CH3:16])=[O:13])=[O:7])([CH3:3])([CH3:4])[CH3:2]. (3) Given the reactants [CH3:1][O:2][C:3]([C:5]1[S:6][C:7]([C:11]2[CH:16]=[CH:15][CH:14]=[CH:13][CH:12]=2)=[CH:8][C:9]=1[NH2:10])=[O:4].[CH:17]([CH:19]1[CH2:24][CH2:23][N:22]([C:25]([O:27][CH2:28][C:29]2[CH:34]=[CH:33][CH:32]=[CH:31][CH:30]=2)=[O:26])[CH2:21][CH2:20]1)=O.C([Sn](Cl)(Cl)CCCC)CCC.C1([SiH3])C=CC=CC=1, predict the reaction product. The product is: [CH2:28]([O:27][C:25]([N:22]1[CH2:23][CH2:24][CH:19]([CH2:17][NH:10][C:9]2[CH:8]=[C:7]([C:11]3[CH:16]=[CH:15][CH:14]=[CH:13][CH:12]=3)[S:6][C:5]=2[C:3]([O:2][CH3:1])=[O:4])[CH2:20][CH2:21]1)=[O:26])[C:29]1[CH:30]=[CH:31][CH:32]=[CH:33][CH:34]=1. (4) Given the reactants [N:1]1[C:10]2[C:5](=[CH:6][CH:7]=[CH:8][CH:9]=2)[C:4]([O:11][C@H:12]2[CH2:17][CH2:16][C@H:15]([CH:18]([NH2:21])[CH2:19][CH3:20])[CH2:14][CH2:13]2)=[CH:3][CH:2]=1.C1C=CC2N(O)N=NC=2C=1.C(Cl)CCl.[Cl:36][C:37]1[CH:45]=[CH:44][C:40]([C:41](O)=[O:42])=[CH:39][CH:38]=1, predict the reaction product. The product is: [Cl:36][C:37]1[CH:45]=[CH:44][C:40]([C:41]([NH:21][CH:18]([C@H:15]2[CH2:14][CH2:13][C@H:12]([O:11][C:4]3[C:5]4[C:10](=[CH:9][CH:8]=[CH:7][CH:6]=4)[N:1]=[CH:2][CH:3]=3)[CH2:17][CH2:16]2)[CH2:19][CH3:20])=[O:42])=[CH:39][CH:38]=1. (5) Given the reactants [H-].[Al+3].[Li+].[H-].[H-].[H-].C[O:8][C:9]([CH2:11][C:12]1[S:13][CH:14]=[CH:15][C:16]=1[C:17](OC)=[O:18])=O.O.[OH-].[Na+], predict the reaction product. The product is: [OH:18][CH2:17][C:16]1[CH:15]=[CH:14][S:13][C:12]=1[CH2:11][CH2:9][OH:8]. (6) Given the reactants [H-].[Al+3].[Li+].[H-].[H-].[H-].[C:7]([C:9]1[CH:18]=[CH:17][C:16]([S:19][CH3:20])=[CH:15][C:10]=1[C:11](OC)=[O:12])#[N:8].CO.O, predict the reaction product. The product is: [NH2:8][CH2:7][C:9]1[CH:18]=[CH:17][C:16]([S:19][CH3:20])=[CH:15][C:10]=1[CH2:11][OH:12]. (7) Given the reactants [F:1][C:2]([F:20])([F:19])[C:3]([C:9]1[CH:10]=[C:11]2[C:15](=[CH:16][CH:17]=1)[NH:14][CH:13]([CH3:18])[CH2:12]2)([OH:8])[C:4]([F:7])([F:6])[F:5].Br[CH2:22][CH2:23][C:24]1[N:25]=[C:26]([C:30]2[CH:35]=[CH:34][CH:33]=[CH:32][CH:31]=2)[O:27][C:28]=1[CH3:29].[F:36][C:37]([F:69])([F:68])[C:38]([C:44]1[CH:45]=[C:46]2[C:50](=[CH:51][CH:52]=1)[N:49]([CH2:53][CH2:54][C:55]1[N:56]=[C:57]([CH3:66])[O:58][C:59]=1[C:60]1[CH:65]=[CH:64][CH:63]=[CH:62][CH:61]=1)[CH:48]([CH3:67])[CH2:47]2)([OH:43])[C:39]([F:42])([F:41])[F:40], predict the reaction product. The product is: [F:5][C:4]([F:7])([F:6])[C:3]([C:9]1[CH:10]=[C:11]2[C:15](=[CH:16][CH:17]=1)[N:14]([CH2:22][CH2:23][C:24]1[N:25]=[C:26]([C:30]3[CH:35]=[CH:34][CH:33]=[CH:32][CH:31]=3)[O:27][C:28]=1[CH3:29])[CH:13]([CH3:18])[CH2:12]2)([OH:8])[C:2]([F:1])([F:19])[F:20].[F:68][C:37]([F:36])([F:69])[C:38]([C:44]1[CH:45]=[C:46]2[C:50](=[CH:51][CH:52]=1)[N:49]([CH2:53][CH2:54][C:55]1[N:56]=[C:57]([CH3:66])[O:58][C:59]=1[C:60]1[CH:61]=[CH:62][CH:63]=[CH:64][CH:65]=1)[CH:48]([CH3:67])[CH2:47]2)([OH:43])[C:39]([F:42])([F:41])[F:40]. (8) Given the reactants Br[C:2]1[N:7]2[N:8]=[C:9]([NH:11][C:12]3[CH:20]=[CH:19][C:15]([C:16]([NH2:18])=[O:17])=[CH:14][CH:13]=3)[N:10]=[C:6]2[CH:5]=[CH:4][CH:3]=1.BrC1N2N=C(N[C:32]3[CH:39]=[CH:38][C:35](C#N)=[CH:34][CH:33]=3)N=C2C=CC=1.[OH2:40].[OH-].[Na+], predict the reaction product. The product is: [OH:40][C:32]1[CH:33]=[C:34]([C:2]2[N:7]3[N:8]=[C:9]([NH:11][C:12]4[CH:20]=[CH:19][C:15]([C:16]([NH2:18])=[O:17])=[CH:14][CH:13]=4)[N:10]=[C:6]3[CH:5]=[CH:4][CH:3]=2)[CH:35]=[CH:38][CH:39]=1.